Predict which catalyst facilitates the given reaction. From a dataset of Catalyst prediction with 721,799 reactions and 888 catalyst types from USPTO. (1) Reactant: [CH:1]([C:4]1[C:5]([O:25][CH3:26])=[CH:6][C:7]([O:23][CH3:24])=[C:8]([C:10]([N:12]2[CH2:20][C:19]3[C:14](=[CH:15][CH:16]=[C:17]([CH:21]=[CH2:22])[CH:18]=3)[CH2:13]2)=[O:11])[CH:9]=1)([CH3:3])[CH3:2].C1C=C(Cl)C=C(C(OO)=[O:35])C=1. Product: [CH:1]([C:4]1[C:5]([O:25][CH3:26])=[CH:6][C:7]([O:23][CH3:24])=[C:8]([C:10]([N:12]2[CH2:20][C:19]3[C:14](=[CH:15][CH:16]=[C:17]([CH:21]4[CH2:22][O:35]4)[CH:18]=3)[CH2:13]2)=[O:11])[CH:9]=1)([CH3:3])[CH3:2]. The catalyst class is: 797. (2) Reactant: [CH3:1][C:2]1[N:6]([CH:7]([CH3:9])[CH3:8])[C:5]([C:10]2[CH:15]=[CH:14][N:13]=[C:12]([NH:16][CH:17]3[CH2:22][CH2:21][NH:20][CH2:19][CH2:18]3)[N:11]=2)=[CH:4][N:3]=1.[C:23](O)(=O)C.C=O.C(O[BH-](OC(=O)C)OC(=O)C)(=O)C.[Na+]. Product: [CH3:23][N:20]1[CH2:19][CH2:18][CH:17]([NH:16][C:12]2[N:11]=[C:10]([C:5]3[N:6]([CH:7]([CH3:9])[CH3:8])[C:2]([CH3:1])=[N:3][CH:4]=3)[CH:15]=[CH:14][N:13]=2)[CH2:22][CH2:21]1. The catalyst class is: 1. (3) Reactant: C(=O)([O-])[O-].[K+].[K+].Br[CH2:8][CH2:9][O:10][CH:11]1[CH2:16][CH2:15][CH2:14][CH2:13][O:12]1.[CH3:17][O:18][C:19](=[O:48])[N:20]=[C:21]([S:46][CH3:47])[C:22]([C:36]1[CH:41]=[C:40]([O:42][CH3:43])[CH:39]=[C:38]([OH:44])[C:37]=1[F:45])=[N:23][C:24]1[CH:29]=[CH:28][C:27]([C:30]2[N:34]=[C:33]([CH3:35])[O:32][N:31]=2)=[CH:26][CH:25]=1.O. Product: [CH3:17][O:18][C:19](=[O:48])[N:20]=[C:21]([S:46][CH3:47])[C:22]([C:36]1[CH:41]=[C:40]([O:42][CH3:43])[CH:39]=[C:38]([O:44][CH2:8][CH2:9][O:10][CH:11]2[CH2:16][CH2:15][CH2:14][CH2:13][O:12]2)[C:37]=1[F:45])=[N:23][C:24]1[CH:29]=[CH:28][C:27]([C:30]2[N:34]=[C:33]([CH3:35])[O:32][N:31]=2)=[CH:26][CH:25]=1. The catalyst class is: 39. (4) Reactant: [CH3:1][S:2][C:3]1[C:4]([C:8]2[CH:9]=[N:10][CH:11]=[CH:12][CH:13]=2)=[N:5][NH:6][CH:7]=1.[CH2:14]([O:16][CH2:17]CSS[CH2:15][CH2:14][O:16][CH2:17]C)[CH3:15].IC1C(C2C=NC=CC=2)=NNC=1. Product: [CH2:14]([O:16][CH2:17][CH2:1][S:2][C:3]1[C:4]([C:8]2[CH:9]=[N:10][CH:11]=[CH:12][CH:13]=2)=[N:5][NH:6][CH:7]=1)[CH3:15]. The catalyst class is: 13. (5) Reactant: [Br:1][C:2](=[CH2:5])[CH:3]=[O:4].[Br:6]Br.[NH2:8][C:9]1[CH:17]=[CH:16][CH:15]=[C:14](OC)[C:10]=1[C:11]([OH:13])=[O:12]. Product: [Br:6][C:15]1[CH:14]=[N:8][C:9]2[C:17]([CH:16]=1)=[CH:5][C:2]([Br:1])=[C:3]([OH:4])[C:10]=2[C:11]([OH:13])=[O:12]. The catalyst class is: 12. (6) Reactant: [B:10]1([B:10]2[O:14][C:13]([CH3:16])([CH3:15])[C:12]([CH3:18])([CH3:17])[O:11]2)[O:14][C:13]([CH3:16])([CH3:15])[C:12]([CH3:18])([CH3:17])[O:11]1.CC([O-])=O.[Na+].Br[C:25]1[CH:26]=[N:27][N:28]([CH:30]2[CH2:32][CH2:31]2)[CH:29]=1. Product: [CH:30]1([N:28]2[CH:29]=[C:25]([B:10]3[O:11][C:12]([CH3:17])([CH3:18])[C:13]([CH3:15])([CH3:16])[O:14]3)[CH:26]=[N:27]2)[CH2:32][CH2:31]1. The catalyst class is: 431. (7) Reactant: [NH2:1][CH2:2][CH2:3][CH:4]1[CH2:9][S:8][CH2:7][CH2:6][N:5]1[C:10]([O:12][C:13]([CH3:16])([CH3:15])[CH3:14])=[O:11].C(Cl)CCl.C1C=C2C(N(O)N=NC2=CC=1)=O.[S:33]1[C:37]2[CH:38]=[CH:39][CH:40]=[CH:41][C:36]=2[CH:35]=[C:34]1[C:42]([NH:44][C@H:45]([C:50](O)=[O:51])[CH2:46][CH:47]([CH3:49])[CH3:48])=[O:43].CN1CCOCC1. Product: [S:33]1[C:37]2[CH:38]=[CH:39][CH:40]=[CH:41][C:36]=2[CH:35]=[C:34]1[C:42]([NH:44][C@H:45]([C:50]([NH:1][CH2:2][CH2:3][CH:4]1[CH2:9][S:8][CH2:7][CH2:6][N:5]1[C:10]([O:12][C:13]([CH3:16])([CH3:15])[CH3:14])=[O:11])=[O:51])[CH2:46][CH:47]([CH3:48])[CH3:49])=[O:43]. The catalyst class is: 2.